From a dataset of Full USPTO retrosynthesis dataset with 1.9M reactions from patents (1976-2016). Predict the reactants needed to synthesize the given product. (1) Given the product [F:22][C:23]1[CH:24]=[C:25]([CH:28]=[CH:29][CH:30]=1)[CH2:26][N:1]1[CH2:6][CH2:5][CH2:4][CH2:3][C@@H:2]1[C:7]([NH:9][C@H:10]([C:12]1[CH:13]=[CH:14][C:15]([C:16]([O:18][CH3:19])=[O:17])=[CH:20][CH:21]=1)[CH3:11])=[O:8], predict the reactants needed to synthesize it. The reactants are: [NH:1]1[CH2:6][CH2:5][CH2:4][CH2:3][C@@H:2]1[C:7]([NH:9][C@H:10]([C:12]1[CH:21]=[CH:20][C:15]([C:16]([O:18][CH3:19])=[O:17])=[CH:14][CH:13]=1)[CH3:11])=[O:8].[F:22][C:23]1[CH:24]=[C:25]([CH:28]=[CH:29][CH:30]=1)[CH2:26]Br.C([O-])([O-])=O.[Na+].[Na+]. (2) Given the product [Cl:49][C:50]1[CH:58]=[C:57]([F:59])[CH:56]=[CH:55][C:51]=1[C:52]([NH:26][C@H:25]([C:27]([OH:29])=[O:28])[CH2:24][C:21]1[CH:22]=[N:23][C:18]([O:17][CH2:16][CH2:15][C:13]2[CH:12]=[CH:11][CH:10]=[C:9]([NH:8][CH3:34])[N:14]=2)=[CH:19][CH:20]=1)=[O:53], predict the reactants needed to synthesize it. The reactants are: C(OC([N:8]([CH3:34])[C:9]1[N:14]=[C:13]([CH2:15][CH2:16][O:17][C:18]2[N:23]=[CH:22][C:21]([CH2:24][C@@H:25]([C:27]([O:29]C(C)(C)C)=[O:28])[NH2:26])=[CH:20][CH:19]=2)[CH:12]=[CH:11][CH:10]=1)=O)(C)(C)C.OP=O.CCN=C=NCCCN(C)C.[Cl:49][C:50]1[CH:58]=[C:57]([F:59])[CH:56]=[CH:55][C:51]=1[C:52](O)=[O:53].